From a dataset of Full USPTO retrosynthesis dataset with 1.9M reactions from patents (1976-2016). Predict the reactants needed to synthesize the given product. Given the product [CH3:1][O:3][C:4]([C:6]1[N:7]=[C:8]2[C:13]([CH:14]([CH3:16])[CH3:15])=[CH:12][C:11]([C:17]3[CH:18]=[CH:19][CH:20]=[CH:21][CH:22]=3)=[CH:10][N:9]2[CH:23]=1)=[O:5], predict the reactants needed to synthesize it. The reactants are: [CH2:1]([O:3][C:4]([C:6]1[N:7]=[C:8]2[C:13]([C:14]([CH3:16])=[CH2:15])=[CH:12][C:11]([C:17]3[CH:22]=[CH:21][CH:20]=[CH:19][CH:18]=3)=[CH:10][N:9]2[CH:23]=1)=[O:5])C.